This data is from Forward reaction prediction with 1.9M reactions from USPTO patents (1976-2016). The task is: Predict the product of the given reaction. (1) Given the reactants Cl[C:2]1[N:7]=[N:6][C:5]([C:8]([NH2:10])=[O:9])=[C:4]([NH:11][C:12]2[CH:17]=[CH:16][C:15]([CH:18]([CH3:20])[CH3:19])=[C:14]([O:21][CH3:22])[N:13]=2)[CH:3]=1.[CH2:23]([NH2:26])[CH2:24][NH2:25].[NH4+].[OH-], predict the reaction product. The product is: [NH2:25][CH2:24][CH2:23][NH:26][C:2]1[N:7]=[N:6][C:5]([C:8]([NH2:10])=[O:9])=[C:4]([NH:11][C:12]2[CH:17]=[CH:16][C:15]([CH:18]([CH3:20])[CH3:19])=[C:14]([O:21][CH3:22])[N:13]=2)[CH:3]=1. (2) Given the reactants [F:1][C:2]1[C:7]([C:8]2[N:13]=[C:12]([CH3:14])[N:11]=[C:10]([N:15]([CH2:25][C:26]3[CH:31]=[CH:30][C:29]([O:32][CH3:33])=[CH:28][CH:27]=3)[CH2:16][C:17]3[CH:22]=[CH:21][C:20]([O:23][CH3:24])=[CH:19][CH:18]=3)[CH:9]=2)=[CH:6][C:5]([C@H:34]([N:36]2[CH2:41][CH2:40][NH:39][CH2:38][CH2:37]2)[CH3:35])=[CH:4][N:3]=1.CCN(CC)CC.[CH3:49][S:50](Cl)(=[O:52])=[O:51].[OH-].[Na+], predict the reaction product. The product is: [F:1][C:2]1[C:7]([C:8]2[N:13]=[C:12]([CH3:14])[N:11]=[C:10]([N:15]([CH2:16][C:17]3[CH:18]=[CH:19][C:20]([O:23][CH3:24])=[CH:21][CH:22]=3)[CH2:25][C:26]3[CH:31]=[CH:30][C:29]([O:32][CH3:33])=[CH:28][CH:27]=3)[CH:9]=2)=[CH:6][C:5]([C@H:34]([N:36]2[CH2:37][CH2:38][N:39]([S:50]([CH3:49])(=[O:52])=[O:51])[CH2:40][CH2:41]2)[CH3:35])=[CH:4][N:3]=1. (3) Given the reactants [C:1]([C:3]1[C:4]([C:9]2[CH:14]=[CH:13][CH:12]=[CH:11][CH:10]=2)=[N:5][O:6][C:7]=1[CH3:8])#[CH:2].[NH2:15][C:16]1[CH:17]=[N:18][C:19](Br)=[CH:20][CH:21]=1, predict the reaction product. The product is: [CH3:8][C:7]1[O:6][N:5]=[C:4]([C:9]2[CH:14]=[CH:13][CH:12]=[CH:11][CH:10]=2)[C:3]=1[C:1]#[C:2][C:19]1[N:18]=[CH:17][C:16]([NH2:15])=[CH:21][CH:20]=1.